The task is: Predict the reactants needed to synthesize the given product.. This data is from Full USPTO retrosynthesis dataset with 1.9M reactions from patents (1976-2016). Given the product [F:11][C:8]1[CH:9]=[CH:10][C:5]([CH:3]([OH:4])[CH:2]([NH:1][C:32](=[O:33])[CH2:31][CH2:30][CH2:29][C:23]2[CH:28]=[CH:27][CH:26]=[CH:25][CH:24]=2)[CH2:12][C:13]2[CH:18]=[CH:17][CH:16]=[CH:15][C:14]=2[C:19]([F:22])([F:20])[F:21])=[CH:6][CH:7]=1, predict the reactants needed to synthesize it. The reactants are: [NH2:1][CH:2]([CH2:12][C:13]1[CH:18]=[CH:17][CH:16]=[CH:15][C:14]=1[C:19]([F:22])([F:21])[F:20])[CH:3]([C:5]1[CH:10]=[CH:9][C:8]([F:11])=[CH:7][CH:6]=1)[OH:4].[C:23]1([CH2:29][CH2:30][CH2:31][C:32](O)=[O:33])[CH:28]=[CH:27][CH:26]=[CH:25][CH:24]=1.Cl.C(N=C=NCCCN(C)C)C.ON1C2C=CC=CC=2N=N1.